Predict the product of the given reaction. From a dataset of Forward reaction prediction with 1.9M reactions from USPTO patents (1976-2016). Given the reactants [CH2:1]([O:3][C:4]([C:6]1[N:7]=[C:8]([CH:11]2[CH2:16][CH2:15][NH:14][CH2:13][CH2:12]2)[S:9][CH:10]=1)=[O:5])[CH3:2].[CH3:17][C:18]([CH3:20])=O.C(O)(=O)C.C(O[BH-](OC(=O)C)OC(=O)C)(=O)C.[Na+], predict the reaction product. The product is: [CH2:1]([O:3][C:4]([C:6]1[N:7]=[C:8]([CH:11]2[CH2:16][CH2:15][N:14]([CH:18]([CH3:20])[CH3:17])[CH2:13][CH2:12]2)[S:9][CH:10]=1)=[O:5])[CH3:2].